This data is from Forward reaction prediction with 1.9M reactions from USPTO patents (1976-2016). The task is: Predict the product of the given reaction. Given the reactants [N:1]1([C:7]2[C:12]([C:13]([O:15][CH:16]([CH3:18])[CH3:17])=[O:14])=[CH:11][CH:10]=[CH:9][N:8]=2)[CH2:6][CH2:5][NH:4][CH2:3][CH2:2]1.[F:19][C:20]([F:36])([F:35])[C:21]1[CH:26]=[CH:25][CH:24]=[CH:23][C:22]=1[C:27]1[CH:32]=[CH:31][CH:30]=[C:29]([CH:33]=O)[CH:28]=1.O1CCCC1.C(O[BH-](OC(=O)C)OC(=O)C)(=O)C.[Na+], predict the reaction product. The product is: [CH3:17][CH:16]([O:15][C:13]([C:12]1[C:7]([N:1]2[CH2:2][CH2:3][N:4]([CH2:33][C:29]3[CH:28]=[C:27]([C:22]4[CH:23]=[CH:24][CH:25]=[CH:26][C:21]=4[C:20]([F:19])([F:35])[F:36])[CH:32]=[CH:31][CH:30]=3)[CH2:5][CH2:6]2)=[N:8][CH:9]=[CH:10][CH:11]=1)=[O:14])[CH3:18].